From a dataset of Reaction yield outcomes from USPTO patents with 853,638 reactions. Predict the reaction yield, written as a fraction of the theoretical maximum amount of product (1.0 means a 100% yield; for example, 0.34 means a 34% yield). (1) The yield is 0.590. The product is [CH2:1]([O:3][C:4]1[C:5]2[B:14]([OH:15])[O:18][CH:17]([CH2:20][N+:23]([O-:25])=[O:24])[C:6]=2[CH:9]=[CH:10][C:11]=1[O:12][CH3:13])[CH3:2]. The reactants are [CH2:1]([O:3][C:4]1[C:5]([B:14]2[O:18][C:17]([CH3:20])(C)C(C)(C)[O:15]2)=[C:6]([CH:9]=[CH:10][C:11]=1[O:12][CH3:13])C=O)[CH3:2].[N+:23](C)([O-:25])=[O:24]. The catalyst is C1COCC1.[OH-].[Na+]. (2) The reactants are [Cl:1][C:2]1[N:7]=[C:6]([C:8]2[S:12][C:11](N3CCCC3)=[N:10][C:9]=2[C:18]2[CH:19]=[C:20]([NH:24][S:25]([C:28]3[C:33]([F:34])=[CH:32][CH:31]=[CH:30][C:29]=3[F:35])(=[O:27])=[O:26])[CH:21]=[CH:22][CH:23]=2)[CH:5]=[CH:4][N:3]=1.ClC1N=C(/C=[C:44](/[C:46]2[CH:47]=C(NS(C3C(F)=CC=CC=3F)(=O)=O)C=C[CH:51]=2)\O)C=CN=1.CC(C)(C)C(=S)N. No catalyst specified. The product is [Cl:1][C:2]1[N:7]=[C:6]([C:8]2[S:12][C:11]([C:46]([CH3:47])([CH3:51])[CH3:44])=[N:10][C:9]=2[C:18]2[CH:19]=[C:20]([NH:24][S:25]([C:28]3[C:29]([F:35])=[CH:30][CH:31]=[CH:32][C:33]=3[F:34])(=[O:26])=[O:27])[CH:21]=[CH:22][CH:23]=2)[CH:5]=[CH:4][N:3]=1. The yield is 0.533.